From a dataset of Forward reaction prediction with 1.9M reactions from USPTO patents (1976-2016). Predict the product of the given reaction. Given the reactants [C:1]([N-:5][CH2:6][CH:7]([C:9]1[CH:14]=[CH:13][C:12]([Br:15])=[CH:11][N:10]=1)[OH:8])(C)(C)C.[H-].[Na+].[OH2:18], predict the reaction product. The product is: [Br:15][C:12]1[CH:13]=[CH:14][C:9]([CH:7]2[O:8][C:1](=[O:18])[NH:5][CH2:6]2)=[N:10][CH:11]=1.